Dataset: Reaction yield outcomes from USPTO patents with 853,638 reactions. Task: Predict the reaction yield, written as a fraction of the theoretical maximum amount of product (1.0 means a 100% yield; for example, 0.34 means a 34% yield). (1) The reactants are [CH3:1][N:2]1[C:7](=O)[CH2:6][N:5]2[CH:9]=[C:10]([C:12]3[CH:17]=[CH:16][CH:15]=[CH:14][CH:13]=3)[CH:11]=[C:4]2[CH2:3]1.[Cl-].[NH4+]. The catalyst is O1CCCC1. The product is [CH3:1][N:2]1[CH2:7][CH2:6][N:5]2[CH:9]=[C:10]([C:12]3[CH:13]=[CH:14][CH:15]=[CH:16][CH:17]=3)[CH:11]=[C:4]2[CH2:3]1. The yield is 0.640. (2) The reactants are [Cl:1][C:2]1[CH:3]=[C:4]([CH:37]=[CH:38][CH:39]=1)[CH2:5][N:6]([CH:16]1[CH2:21][CH2:20][N:19]([CH:22]([CH3:36])[CH2:23][CH2:24][NH:25][C:26](=[O:35])[C:27]2[C:32]([CH3:33])=[CH:31][CH:30]=[CH:29][C:28]=2[CH3:34])[CH2:18][CH2:17]1)[C:7]1[CH:15]=[CH:14][C:10]([C:11](O)=[O:12])=[CH:9][CH:8]=1.[NH2:40][C:41]1[CH:46]=[CH:45][CH:44]=[CH:43][CH:42]=1. No catalyst specified. The product is [Cl:1][C:2]1[CH:3]=[C:4]([CH:37]=[CH:38][CH:39]=1)[CH2:5][N:6]([C:7]1[CH:15]=[CH:14][C:10]([C:11](=[O:12])[NH:40][C:41]2[CH:46]=[CH:45][CH:44]=[CH:43][CH:42]=2)=[CH:9][CH:8]=1)[CH:16]1[CH2:17][CH2:18][N:19]([CH:22]([CH3:36])[CH2:23][CH2:24][NH:25][C:26](=[O:35])[C:27]2[C:32]([CH3:33])=[CH:31][CH:30]=[CH:29][C:28]=2[CH3:34])[CH2:20][CH2:21]1. The yield is 0.710. (3) The reactants are S(Cl)(Cl)=O.[N+:5]([C:8]1[CH:43]=[CH:42][C:11]([CH2:12][O:13][C:14](=[O:41])[CH:15](O)[N:16]2[CH:19]([S:20][CH2:21][C:22](=O)[CH:23]3[CH2:27][CH2:26][CH2:25][O:24]3)[CH:18]([NH:29]C(=O)CC3C=CC=CC=3)[C:17]2=[O:39])=[CH:10][CH:9]=1)([O-:7])=[O:6].N1C(C)=CC=CC=1C.CP(C)C.O1CCCC1.P(Cl)(Cl)(Cl)(Cl)Cl.N1C=CC=CC=1C. The catalyst is ClCCl.C(O)(C)C. The product is [N+:5]([C:8]1[CH:43]=[CH:42][C:11]([CH2:12][O:13][C:14]([C:15]2[N:16]3[CH:19]([S:20][CH2:21][C:22]=2[CH:23]2[CH2:27][CH2:26][CH2:25][O:24]2)[CH:18]([NH2:29])[C:17]3=[O:39])=[O:41])=[CH:10][CH:9]=1)([O-:7])=[O:6]. The yield is 0.450. (4) The reactants are [Cl:1][C:2]1[CH:3]=[C:4]2C(=[CH:10][CH:11]=1)NC(=O)[C:6]([OH:13])=[C:5]2[C:14]([O:16][CH2:17][CH3:18])=[O:15].O[C:20]1C(=O)N(C)C2C(C=1C(OCC)=O)=CC=CC=2.C([O-])([O-])=O.[Cs+].[Cs+].IC.[CH3:45][N:46]([CH:48]=[O:49])[CH3:47]. The catalyst is C(Cl)Cl. The product is [Cl:1][C:2]1[CH:3]=[C:4]2[C:45](=[CH:10][CH:11]=1)[N:46]([CH3:47])[C:48](=[O:49])[C:6]([O:13][CH3:20])=[C:5]2[C:14]([O:16][CH2:17][CH3:18])=[O:15]. The yield is 1.01.